The task is: Predict the reactants needed to synthesize the given product.. This data is from Full USPTO retrosynthesis dataset with 1.9M reactions from patents (1976-2016). (1) Given the product [CH3:11][C:9]([CH3:12])([O:8][C:6]([NH:5][C@H:4]([C:3]([O:2][CH3:1])=[O:15])[CH2:13][S:14][CH2:30][CH2:29][C:27]1[CH:26]=[C:25]([CH3:32])[CH:24]=[C:23]([N:18]2[C:19]([CH3:22])=[CH:20][CH:21]=[C:17]2[CH3:16])[N:28]=1)=[O:7])[CH3:10], predict the reactants needed to synthesize it. The reactants are: [CH3:1][O:2][C:3](=[O:15])[C@H:4]([CH2:13][SH:14])[NH:5][C:6]([O:8][C:9]([CH3:12])([CH3:11])[CH3:10])=[O:7].[CH3:16][C:17]1[N:18]([C:23]2[N:28]=[C:27]([CH2:29][CH2:30]O)[CH:26]=[C:25]([CH3:32])[CH:24]=2)[C:19]([CH3:22])=[CH:20][CH:21]=1.N(C(N1CCCCC1)=O)=NC(N1CCCCC1)=O.N1C=CN=C1.CP(C)C. (2) Given the product [CH3:24][N:25]1[C:26](=[O:54])[C:27]([NH:40][C:41]2[CH:46]=[CH:45][C:44]([N:47]3[CH2:52][CH2:51][N:50]([CH3:53])[CH2:49][CH2:48]3)=[CH:43][N:42]=2)=[CH:28][C:29]([C:2]2[CH:9]=[N:8][CH:7]=[C:6]([N:10]3[CH2:22][CH2:21][N:13]4[C:14]5[CH2:15][CH2:16][CH2:17][CH2:18][C:19]=5[CH:20]=[C:12]4[C:11]3=[O:23])[C:3]=2[CH:4]=[O:5])=[CH:30]1, predict the reactants needed to synthesize it. The reactants are: Br[C:2]1[CH:9]=[N:8][CH:7]=[C:6]([N:10]2[CH2:22][CH2:21][N:13]3[C:14]4[CH2:15][CH2:16][CH2:17][CH2:18][C:19]=4[CH:20]=[C:12]3[C:11]2=[O:23])[C:3]=1[CH:4]=[O:5].[CH3:24][N:25]1[CH:30]=[C:29](B2OC(C)(C)C(C)(C)O2)[CH:28]=[C:27]([NH:40][C:41]2[CH:46]=[CH:45][C:44]([N:47]3[CH2:52][CH2:51][N:50]([CH3:53])[CH2:49][CH2:48]3)=[CH:43][N:42]=2)[C:26]1=[O:54].[O-]P([O-])([O-])=O.[K+].[K+].[K+].CC([O-])=O.[Na+]. (3) Given the product [CH3:24][O:25][C:26]1[C:34]([O:35][CH3:36])=[CH:33][CH:32]=[CH:31][C:27]=1[C:28]([NH:1][CH2:2][C@H:3]1[N:8]([C:9]([C:11]2[N:12]=[C:13]([CH3:23])[S:14][C:15]=2[C:16]2[CH:17]=[C:18]([CH3:22])[CH:19]=[CH:20][CH:21]=2)=[O:10])[CH2:7][C@H:6]2[C@@H:4]1[CH2:5]2)=[O:29], predict the reactants needed to synthesize it. The reactants are: [NH2:1][CH2:2][C@H:3]1[N:8]([C:9]([C:11]2[N:12]=[C:13]([CH3:23])[S:14][C:15]=2[C:16]2[CH:17]=[C:18]([CH3:22])[CH:19]=[CH:20][CH:21]=2)=[O:10])[CH2:7][C@H:6]2[C@@H:4]1[CH2:5]2.[CH3:24][O:25][C:26]1[C:34]([O:35][CH3:36])=[CH:33][CH:32]=[CH:31][C:27]=1[C:28](O)=[O:29]. (4) Given the product [Cl:20][CH2:14][C:11]1[CH:10]=[C:9]([C:6]2[CH:7]=[CH:8][C:3]([C:2]([F:17])([F:16])[F:1])=[CH:4][CH:5]=2)[O:13][N:12]=1, predict the reactants needed to synthesize it. The reactants are: [F:1][C:2]([F:17])([F:16])[C:3]1[CH:8]=[CH:7][C:6]([C:9]2[O:13][N:12]=[C:11]([CH2:14]O)[CH:10]=2)=[CH:5][CH:4]=1.S(Cl)([Cl:20])=O. (5) Given the product [F:8][C:6]1[CH:5]=[C:4]([CH2:9][C:10]([NH:12][C@H:13]([C:15]([NH:18][CH:19]2[CH2:28][CH2:27][CH2:26][CH2:25][CH2:24][NH:23][C:21](=[O:22])[CH2:20]2)=[O:17])[CH3:14])=[O:11])[CH:3]=[C:2]([F:1])[CH:7]=1, predict the reactants needed to synthesize it. The reactants are: [F:1][C:2]1[CH:3]=[C:4]([CH2:9][C:10]([NH:12][C@H:13]([C:15]([OH:17])=O)[CH3:14])=[O:11])[CH:5]=[C:6]([F:8])[CH:7]=1.[NH2:18][CH:19]1[CH2:28][CH2:27][CH2:26][CH2:25][CH2:24][NH:23][C:21](=[O:22])[CH2:20]1. (6) Given the product [CH3:8][O:9][C:10]1[CH:15]=[CH:14][C:13]([CH2:16][CH2:17][N:18]([C@H:34]2[CH2:39][CH2:38][C@H:37]([CH3:40])[CH2:36][CH2:35]2)[C:19](=[O:33])[NH:20][C:21]2[S:22][C:23]([S:26]([CH2:27][C:28]([OH:30])=[O:29])=[O:2])=[CH:24][N:25]=2)=[CH:12][CH:11]=1, predict the reactants needed to synthesize it. The reactants are: O.[OH:2]OS([O-])=O.[K+].[CH3:8][O:9][C:10]1[CH:15]=[CH:14][C:13]([CH2:16][CH2:17][N:18]([C@H:34]2[CH2:39][CH2:38][C@H:37]([CH3:40])[CH2:36][CH2:35]2)[C:19](=[O:33])[NH:20][C:21]2[S:22][C:23]([S:26][C:27](C)(C)[C:28]([OH:30])=[O:29])=[CH:24][N:25]=2)=[CH:12][CH:11]=1. (7) Given the product [F:35][C:34]([F:37])([F:36])[C:31]1[CH:32]=[CH:33][C:28]([NH:2][C:1]([C:4]2[CH:5]=[CH:6][C:7]([O:8][C:9]3[CH:18]=[C:17]4[C:12]([CH:13]([C:19]([O:21][CH3:22])=[O:20])[CH2:14][CH2:15][O:16]4)=[CH:11][C:10]=3[C:23]#[N:24])=[CH:25][CH:26]=2)=[O:3])=[N:29][CH:30]=1, predict the reactants needed to synthesize it. The reactants are: [C:1]([C:4]1[CH:26]=[CH:25][C:7]([O:8][C:9]2[CH:18]=[C:17]3[C:12]([CH:13]([C:19]([O:21][CH3:22])=[O:20])[CH2:14][CH2:15][O:16]3)=[CH:11][C:10]=2[C:23]#[N:24])=[CH:6][CH:5]=1)(=[O:3])[NH2:2].Cl[C:28]1[CH:33]=[CH:32][C:31]([C:34]([F:37])([F:36])[F:35])=[CH:30][N:29]=1.C(=O)([O-])[O-].[Cs+].[Cs+].